The task is: Predict the reactants needed to synthesize the given product.. This data is from Full USPTO retrosynthesis dataset with 1.9M reactions from patents (1976-2016). (1) Given the product [CH2:12]([O:3][C:4]([CH3:10])([CH3:9])[C:5]([O:7][CH3:8])=[O:6])[CH3:13], predict the reactants needed to synthesize it. The reactants are: [H-].[Na+].[OH:3][C:4]([CH3:10])([CH3:9])[C:5]([O:7][CH3:8])=[O:6].I[CH2:12][CH3:13]. (2) Given the product [Cl:15][C:14]1[C:13]2[C:8](=[CH:9][CH:10]=[C:11]([C:16]3[CH:21]=[CH:20][C:19]([C:22]([F:23])([F:25])[F:24])=[CH:18][N:17]=3)[CH:12]=2)[N:7]([C:26]2[CH:31]=[CH:30][C:29]([O:32][CH:33]([CH3:34])[CH3:35])=[CH:28][CH:27]=2)[C:6]=1[C:4]([OH:5])=[O:3], predict the reactants needed to synthesize it. The reactants are: C([O:3][C:4]([C:6]1[N:7]([C:26]2[CH:31]=[CH:30][C:29]([O:32][CH:33]([CH3:35])[CH3:34])=[CH:28][CH:27]=2)[C:8]2[C:13]([C:14]=1[Cl:15])=[CH:12][C:11]([C:16]1[CH:21]=[CH:20][C:19]([C:22]([F:25])([F:24])[F:23])=[CH:18][N:17]=1)=[CH:10][CH:9]=2)=[O:5])C.[OH-].[Na+].Cl. (3) Given the product [N:1]1([C:8]2[CH:13]=[C:12]([Cl:14])[N:11]=[C:10]([NH:15][C@H:16]3[CH2:20][CH2:19][N:18]([C:21]([O:23][C:24]([CH3:25])([CH3:26])[CH3:27])=[O:22])[C@@H:17]3[CH2:28][CH2:29][CH:30]=[O:31])[N:9]=2)[CH2:2][CH2:3][CH2:4][CH2:5][CH2:6][CH2:7]1, predict the reactants needed to synthesize it. The reactants are: [N:1]1([C:8]2[CH:13]=[C:12]([Cl:14])[N:11]=[C:10]([NH:15][C@H:16]3[CH2:20][CH2:19][N:18]([C:21]([O:23][C:24]([CH3:27])([CH3:26])[CH3:25])=[O:22])[C@@H:17]3[CH2:28][CH2:29][CH2:30][OH:31])[N:9]=2)[CH2:7][CH2:6][CH2:5][CH2:4][CH2:3][CH2:2]1.CS(C)=O.C(N(CC)CC)C.O. (4) Given the product [ClH:22].[F:1][C:2]1[CH:18]=[C:17]([N+:19]([O-:21])=[O:20])[CH:16]=[CH:15][C:3]=1[O:4][C:5]1[CH:10]=[CH:9][C:8]([NH2:11])=[CH:7][CH:6]=1, predict the reactants needed to synthesize it. The reactants are: [F:1][C:2]1[CH:18]=[C:17]([N+:19]([O-:21])=[O:20])[CH:16]=[CH:15][C:3]=1[O:4][C:5]1[CH:10]=[CH:9][C:8]([NH:11]C(=O)C)=[CH:7][CH:6]=1.[ClH:22]. (5) The reactants are: [OH:1][C:2]1[C:3]([C:16](=[O:18])[CH3:17])=[CH:4][C:5]2[C:6]([CH3:15])([CH3:14])[CH2:7][CH2:8][C:9]([CH3:13])([CH3:12])[C:10]=2[CH:11]=1.[CH2:19](I)[CH3:20]. Given the product [CH2:19]([O:1][C:2]1[C:3]([C:16](=[O:18])[CH3:17])=[CH:4][C:5]2[C:6]([CH3:15])([CH3:14])[CH2:7][CH2:8][C:9]([CH3:12])([CH3:13])[C:10]=2[CH:11]=1)[CH3:20], predict the reactants needed to synthesize it. (6) Given the product [Cl:1][C:2]([Cl:7])([Cl:6])[C:3]([C:12]1[NH:11][CH:10]=[C:9]([CH3:8])[CH:13]=1)=[O:4], predict the reactants needed to synthesize it. The reactants are: [Cl:1][C:2]([Cl:7])([Cl:6])[C:3](Cl)=[O:4].[CH3:8][C:9]1[CH:13]=[CH:12][NH:11][CH:10]=1.